Predict the reactants needed to synthesize the given product. From a dataset of Full USPTO retrosynthesis dataset with 1.9M reactions from patents (1976-2016). Given the product [C:14]([O:13][C:11](=[O:12])[NH:1][C@@H:2]([C:4]1[CH:9]=[CH:8][CH:7]=[C:6]([OH:10])[CH:5]=1)[CH3:3])([CH3:17])([CH3:16])[CH3:15], predict the reactants needed to synthesize it. The reactants are: [NH2:1][C@@H:2]([C:4]1[CH:5]=[C:6]([OH:10])[CH:7]=[CH:8][CH:9]=1)[CH3:3].[C:11](O[C:11]([O:13][C:14]([CH3:17])([CH3:16])[CH3:15])=[O:12])([O:13][C:14]([CH3:17])([CH3:16])[CH3:15])=[O:12].C(N(CC)CC)C.